The task is: Predict the reactants needed to synthesize the given product.. This data is from Full USPTO retrosynthesis dataset with 1.9M reactions from patents (1976-2016). (1) Given the product [C:11]1([S:10][C@@H:5]2[CH2:6][CH2:7][CH2:8][CH2:9][C@H:4]2[NH2:1])[CH:12]=[CH:13][CH:14]=[CH:15][CH:16]=1, predict the reactants needed to synthesize it. The reactants are: [N:1]([C@@H:4]1[CH2:9][CH2:8][CH2:7][CH2:6][C@H:5]1[S:10][C:11]1[CH:16]=[CH:15][CH:14]=[CH:13][CH:12]=1)=[N+]=[N-].C1(P(C2C=CC=CC=2)C2C=CC=CC=2)C=CC=CC=1.O. (2) Given the product [CH3:18][NH:8][C@@H:7]([C:9]([OH:11])=[O:10])[CH2:6][C:5]1[CH:4]=[C:3]([Br:2])[C:14]([O:15][CH3:16])=[C:13]([Br:17])[CH:12]=1, predict the reactants needed to synthesize it. The reactants are: Cl.[Br:2][C:3]1[CH:4]=[C:5]([CH:12]=[C:13]([Br:17])[C:14]=1[O:15][CH3:16])[CH2:6][C@H:7]([C:9]([OH:11])=[O:10])[NH2:8].[CH3:18]O.Cl.N. (3) The reactants are: Cl.[Br:2][C:3]1[CH:8]=[CH:7][C:6]([N:9]2[CH2:14][CH2:13][NH:12][CH2:11][CH2:10]2)=[C:5]([N+:15]([O-:17])=[O:16])[CH:4]=1.Cl[CH2:19][C:20]([NH2:22])=[O:21].C(=O)([O-])[O-].[Na+].[Na+]. Given the product [Br:2][C:3]1[CH:8]=[CH:7][C:6]([N:9]2[CH2:10][CH2:11][N:12]([CH2:19][C:20]([NH2:22])=[O:21])[CH2:13][CH2:14]2)=[C:5]([N+:15]([O-:17])=[O:16])[CH:4]=1, predict the reactants needed to synthesize it.